This data is from Full USPTO retrosynthesis dataset with 1.9M reactions from patents (1976-2016). The task is: Predict the reactants needed to synthesize the given product. (1) Given the product [Cl:39][C:34]1[CH:33]=[C:32]([CH2:31][C:30]([N:29]([C@@H:21]([C:17]2[CH:18]=[CH:19][CH:20]=[C:15]([NH:14][S:11]([CH2:10][CH:9]([OH:8])[CH3:42])(=[O:13])=[O:12])[CH:16]=2)[CH2:22][N:23]2[CH2:27][CH2:26][C@@H:25]([OH:28])[CH2:24]2)[CH3:41])=[O:40])[CH:37]=[CH:36][C:35]=1[Cl:38], predict the reactants needed to synthesize it. The reactants are: [Si]([O:8][CH:9]([CH3:42])[CH2:10][S:11]([NH:14][C:15]1[CH:16]=[C:17]([C@H:21]([N:29]([CH3:41])[C:30](=[O:40])[CH2:31][C:32]2[CH:37]=[CH:36][C:35]([Cl:38])=[C:34]([Cl:39])[CH:33]=2)[CH2:22][N:23]2[CH2:27][CH2:26][C@@H:25]([OH:28])[CH2:24]2)[CH:18]=[CH:19][CH:20]=1)(=[O:13])=[O:12])(C(C)(C)C)(C)C.[F-].C([N+](CCCC)(CCCC)CCCC)CCC. (2) Given the product [Cl:26][C:27]1[CH:43]=[CH:42][C:30]2[N:31]([CH3:41])[C:32](=[O:40])[N:33]([CH:34]3[CH2:39][CH2:38][N:37]([CH2:3][CH:2]([OH:1])[CH2:4][N:5]4[CH:9]=[C:8]([C:10]5[CH:11]=[CH:12][N:13]=[CH:14][CH:15]=5)[C:7]([C:16]5[CH:17]=[CH:18][C:19]([C:22]([F:25])([F:24])[F:23])=[CH:20][CH:21]=5)=[N:6]4)[CH2:36][CH2:35]3)[C:29]=2[CH:28]=1, predict the reactants needed to synthesize it. The reactants are: [O:1]1[CH2:3][CH:2]1[CH2:4][N:5]1[CH:9]=[C:8]([C:10]2[CH:15]=[CH:14][N:13]=[CH:12][CH:11]=2)[C:7]([C:16]2[CH:21]=[CH:20][C:19]([C:22]([F:25])([F:24])[F:23])=[CH:18][CH:17]=2)=[N:6]1.[Cl:26][C:27]1[CH:43]=[CH:42][C:30]2[N:31]([CH3:41])[C:32](=[O:40])[N:33]([CH:34]3[CH2:39][CH2:38][NH:37][CH2:36][CH2:35]3)[C:29]=2[CH:28]=1.C(N(CC)CC)C.